This data is from Catalyst prediction with 721,799 reactions and 888 catalyst types from USPTO. The task is: Predict which catalyst facilitates the given reaction. (1) Reactant: Cl[C:2]1[N:7]=[C:6]2[NH:8][N:9]=[C:10]([C:11]3[CH:16]=[CH:15][N:14]=[C:13]([S:17][CH3:18])[N:12]=3)[C:5]2=[CH:4][N:3]=1.[NH2:19][C@@H:20]1[CH2:25][CH2:24][C@H:23]([NH:26][C:27](=[O:33])[O:28][C:29]([CH3:32])([CH3:31])[CH3:30])[CH2:22][CH2:21]1.C(N(CC)CC)C. Product: [C:29]([O:28][C:27](=[O:33])[NH:26][CH:23]1[CH2:22][CH2:21][CH:20]([NH:19][C:2]2[N:7]=[C:6]3[NH:8][N:9]=[C:10]([C:11]4[CH:16]=[CH:15][N:14]=[C:13]([S:17][CH3:18])[N:12]=4)[C:5]3=[CH:4][N:3]=2)[CH2:25][CH2:24]1)([CH3:32])([CH3:30])[CH3:31]. The catalyst class is: 41. (2) Reactant: [Cl:1][C:2]1[CH:3]=[C:4]2[C:9](=[CH:10][C:11]=1[O:12][C:13]1[CH:18]=[CH:17][C:16]([C:19](=[O:30])[NH:20][CH2:21][CH2:22][C:23]3[CH:28]=[CH:27][C:26]([Cl:29])=[CH:25][CH:24]=3)=[CH:15][CH:14]=1)[O:8][CH2:7][CH2:6][CH:5]2[C:31]([O:33]CC)=[O:32].[OH-].[Na+].Cl.CCOC(C)=O. Product: [Cl:1][C:2]1[CH:3]=[C:4]2[C:9](=[CH:10][C:11]=1[O:12][C:13]1[CH:14]=[CH:15][C:16]([C:19](=[O:30])[NH:20][CH2:21][CH2:22][C:23]3[CH:24]=[CH:25][C:26]([Cl:29])=[CH:27][CH:28]=3)=[CH:17][CH:18]=1)[O:8][CH2:7][CH2:6][CH:5]2[C:31]([OH:33])=[O:32]. The catalyst class is: 301. (3) The catalyst class is: 20. Product: [CH3:1][CH:2]([CH3:17])[CH2:3][CH2:4][NH:5][CH2:6][C:8]1([CH2:13][OH:14])[CH2:9][CH2:10][CH2:11][CH2:12]1. Reactant: [CH3:1][CH:2]([CH3:17])[CH2:3][CH2:4][NH:5][C:6]([C:8]1([C:13](OC)=[O:14])[CH2:12][CH2:11][CH2:10][CH2:9]1)=O.Cl.[OH-].[Na+]. (4) Reactant: [NH2:1][C@@H:2]1[CH2:6][O:5][CH2:4][C@H:3]1[NH:7][C:8](=[O:14])[O:9][C:10]([CH3:13])([CH3:12])[CH3:11].Cl[C:16]1[S:17][C:18]2[CH:24]=[C:23]([F:25])[CH:22]=[CH:21][C:19]=2[N:20]=1.CCN(C(C)C)C(C)C. Product: [F:25][C:23]1[CH:22]=[CH:21][C:19]2[N:20]=[C:16]([NH:1][C@@H:2]3[CH2:6][O:5][CH2:4][C@H:3]3[NH:7][C:8](=[O:14])[O:9][C:10]([CH3:11])([CH3:13])[CH3:12])[S:17][C:18]=2[CH:24]=1. The catalyst class is: 16.